From a dataset of Reaction yield outcomes from USPTO patents with 853,638 reactions. Predict the reaction yield, written as a fraction of the theoretical maximum amount of product (1.0 means a 100% yield; for example, 0.34 means a 34% yield). (1) The reactants are C([N:8]1[CH2:13][CH2:12][N:11]([C:14]2[S:18][C:17]([NH:19][C:20](=[O:22])[CH3:21])=[N:16][C:15]=2[C:23]2[O:24][CH:25]=[CH:26][CH:27]=2)[CH2:10][CH2:9]1)C1C=CC=CC=1.[H][H].[C:30]([OH:37])(=[O:36])/[CH:31]=[CH:32]/[C:33]([OH:35])=[O:34]. The catalyst is CO.C(O)C.[C].[Pd]. The product is [C:30]([OH:37])(=[O:36])/[CH:31]=[CH:32]/[C:33]([OH:35])=[O:34].[O:24]1[CH:25]=[CH:26][CH:27]=[C:23]1[C:15]1[N:16]=[C:17]([NH:19][C:20](=[O:22])[CH3:21])[S:18][C:14]=1[N:11]1[CH2:10][CH2:9][NH:8][CH2:13][CH2:12]1. The yield is 0.140. (2) The reactants are [CH:1]1([C:4]2[N:9]=[C:8]([C:10]3[C:18]4[C:13](=[CH:14][CH:15]=[C:16]([C:19]5[CH:24]=[N:23][CH:22]=[C:21]([CH:25]6[CH2:27][CH2:26]6)[N:20]=5)[CH:17]=4)[N:12](C4CCCCO4)[N:11]=3)[CH:7]=[N:6][CH:5]=2)[CH2:3][CH2:2]1.Cl. The catalyst is CO. The product is [CH:1]1([C:4]2[N:9]=[C:8]([C:10]3[C:18]4[C:13](=[CH:14][CH:15]=[C:16]([C:19]5[CH:24]=[N:23][CH:22]=[C:21]([CH:25]6[CH2:27][CH2:26]6)[N:20]=5)[CH:17]=4)[NH:12][N:11]=3)[CH:7]=[N:6][CH:5]=2)[CH2:3][CH2:2]1. The yield is 0.330. (3) The reactants are [Br:1][C:2]1[CH:9]=[CH:8][C:5]([CH:6]=[O:7])=[CH:4][N:3]=1.[CH2:10](O)[CH2:11][CH2:12][OH:13].O. The catalyst is C1(C)C=CC=CC=1.C12(CS(O)(=O)=O)C(C)(C)C(CC1)CC2=O. The product is [Br:1][C:2]1[CH:9]=[CH:8][C:5]([CH:6]2[O:13][CH2:12][CH2:11][CH2:10][O:7]2)=[CH:4][N:3]=1. The yield is 0.870.